Task: Predict the reaction yield, written as a fraction of the theoretical maximum amount of product (1.0 means a 100% yield; for example, 0.34 means a 34% yield).. Dataset: Reaction yield outcomes from USPTO patents with 853,638 reactions (1) The product is [C:1]([O:5][C:6]([N:8]1[C@@H:12]([CH2:13][CH2:14][C:15]2[CH:16]=[CH:17][C:18]([NH2:21])=[CH:19][CH:20]=2)[CH2:11][O:10][C:9]1([CH3:25])[CH3:24])=[O:7])([CH3:4])([CH3:2])[CH3:3]. The reactants are [C:1]([O:5][C:6]([N:8]1[C@@H:12](/[CH:13]=[CH:14]/[C:15]2[CH:20]=[CH:19][C:18]([N+:21]([O-])=O)=[CH:17][CH:16]=2)[CH2:11][O:10][C:9]1([CH3:25])[CH3:24])=[O:7])([CH3:4])([CH3:3])[CH3:2].C([O-])=O.[NH4+]. The catalyst is CO.[Pd]. The yield is 0.820. (2) The reactants are [C:1]([O:6][C:7](=[O:11])[CH:8]([CH3:10])[CH3:9])(=O)[CH:2]([CH3:4])C.[C:12]1([CH3:19])[C:13]([CH3:18])=[CH:14][CH:15]=[CH:16][CH:17]=1. No catalyst specified. The product is [C:7]([O:6][C:1]1[CH2:2][CH2:4][CH2:19][CH2:12][CH2:17][CH2:16][CH2:15][CH2:14][CH2:13][CH2:18][CH2:16][CH2:17][C@@H:12]([CH3:19])[CH:13]=1)(=[O:11])[CH:8]([CH3:9])[CH3:10]. The yield is 0.810. (3) The reactants are [CH2:1]([O:8][C:9]1[C:18](=[O:19])[N:17]2[C:12]([C:13]([CH3:21])([CH3:20])[O:14][CH2:15][CH2:16]2)=[N:11][C:10]=1[C:22]([NH:24][CH2:25][C:26]1[CH:31]=[CH:30][C:29]([F:32])=[CH:28][C:27]=1[P:33](=[O:40])([O:37]CC)[O:34][CH2:35][CH3:36])=[O:23])[C:2]1[CH:7]=[CH:6][CH:5]=[CH:4][CH:3]=1.C(O)C.[OH-].[Na+]. The catalyst is O1CCCC1.C(OCC)(=O)C. The product is [CH2:1]([O:8][C:9]1[C:18](=[O:19])[N:17]2[C:12]([C:13]([CH3:20])([CH3:21])[O:14][CH2:15][CH2:16]2)=[N:11][C:10]=1[C:22]([NH:24][CH2:25][C:26]1[CH:31]=[CH:30][C:29]([F:32])=[CH:28][C:27]=1[P:33](=[O:37])([OH:40])[O:34][CH2:35][CH3:36])=[O:23])[C:2]1[CH:3]=[CH:4][CH:5]=[CH:6][CH:7]=1. The yield is 0.640. (4) The reactants are Cl[C:2]1[C:11]2[C:6](=[CH:7][C:8]([O:14][CH2:15][CH2:16][CH2:17][Cl:18])=[C:9]([O:12][CH3:13])[CH:10]=2)[N:5]=[CH:4][C:3]=1[C:19]#[N:20].[Cl:21][C:22]1[CH:23]=[C:24]([NH2:38])[CH:25]=[CH:26][C:27]=1[S:28][C:29]1[N:30]([CH2:36][CH3:37])[C:31]([CH3:35])=[C:32]([CH3:34])[N:33]=1.Cl.N1C=CC=CC=1. The catalyst is C(OC(O)C)C. The product is [Cl:21][C:22]1[CH:23]=[C:24]([NH:38][C:2]2[C:11]3[C:6](=[CH:7][C:8]([O:14][CH2:15][CH2:16][CH2:17][Cl:18])=[C:9]([O:12][CH3:13])[CH:10]=3)[N:5]=[CH:4][C:3]=2[C:19]#[N:20])[CH:25]=[CH:26][C:27]=1[S:28][C:29]1[N:30]([CH2:36][CH3:37])[C:31]([CH3:35])=[C:32]([CH3:34])[N:33]=1. The yield is 0.450.